This data is from Reaction yield outcomes from USPTO patents with 853,638 reactions. The task is: Predict the reaction yield, written as a fraction of the theoretical maximum amount of product (1.0 means a 100% yield; for example, 0.34 means a 34% yield). The reactants are [CH2:1]([O:3][C:4]([N:6]1[C:15]2[C:10](=[CH:11][C:12]([C:16]([F:19])([F:18])[F:17])=[CH:13][CH:14]=2)C(=NN)[CH2:8][C@H:7]1[CH2:22][CH3:23])=[O:5])[CH3:2].[CH2:24]([O:26][CH2:27]C)C.C(N(C(C)C)CC)(C)C.[C:38]([Cl:41])(Cl)=O.C[OH:43]. The catalyst is C1(C)C=CC=CC=1.O=[Mn]=O. The product is [CH3:24][O:26][C:27]([C:38]1([Cl:41])[C:10]2[C:15](=[CH:14][CH:13]=[C:12]([C:16]([F:19])([F:18])[F:17])[CH:11]=2)[N:6]([C:4]([O:3][CH2:1][CH3:2])=[O:5])[CH:7]([CH2:22][CH3:23])[CH2:8]1)=[O:43]. The yield is 0.980.